This data is from Forward reaction prediction with 1.9M reactions from USPTO patents (1976-2016). The task is: Predict the product of the given reaction. Given the reactants C([O:8][C:9](=[O:33])[C:10]1[CH:15]=[C:14](Br)[C:13]([O:17][CH2:18][C:19]2[CH:24]=[CH:23][CH:22]=[CH:21][CH:20]=2)=[CH:12][C:11]=1[O:25][CH2:26][C:27]1[CH:32]=[CH:31][CH:30]=[CH:29][CH:28]=1)C1C=CC=CC=1.[CH2:34](N)[CH2:35][CH2:36]C, predict the reaction product. The product is: [CH2:26]([O:25][C:11]1[CH:12]=[C:13]([O:17][CH2:18][C:19]2[CH:24]=[CH:23][CH:22]=[CH:21][CH:20]=2)[C:14]([C:35]([CH3:36])=[CH2:34])=[CH:15][C:10]=1[C:9]([OH:8])=[O:33])[C:27]1[CH:28]=[CH:29][CH:30]=[CH:31][CH:32]=1.